From a dataset of Full USPTO retrosynthesis dataset with 1.9M reactions from patents (1976-2016). Predict the reactants needed to synthesize the given product. (1) Given the product [CH:12]1[C:24]2[CH:23]([CH2:25][O:26][C:27](=[O:28])[NH:11][C@@H:4]3[CH2:5][C@H:6]([CH2:9][OH:10])[C@@H:7]([OH:8])[C@H:3]3[OH:2])[C:22]3[C:17](=[CH:18][CH:19]=[CH:20][CH:21]=3)[C:16]=2[CH:15]=[CH:14][CH:13]=1, predict the reactants needed to synthesize it. The reactants are: Cl.[OH:2][C@@H:3]1[C@H:7]([OH:8])[C@@H:6]([CH2:9][OH:10])[CH2:5][C@H:4]1[NH2:11].[CH:12]1[C:24]2[CH:23]([CH2:25][O:26][C:27](ON3C(=O)CCC3=O)=[O:28])[C:22]3[C:17](=[CH:18][CH:19]=[CH:20][CH:21]=3)[C:16]=2[CH:15]=[CH:14][CH:13]=1.C(=O)([O-])O.[Na+].C(Cl)(Cl)Cl.CO.C(O)(=O)C. (2) Given the product [N:22]1[C:21]2[CH:9]3[CH2:10][NH:11][CH2:12][CH2:13][N:8]3[C:27](=[O:29])[C:26]=2[CH:25]=[CH:24][CH:23]=1, predict the reactants needed to synthesize it. The reactants are: C(OC([N:8]1[CH2:13][CH2:12][N:11](C(OC(C)(C)C)=O)[CH2:10][CH:9]1[C:21]1[C:26]([C:27]([O:29]CC)=O)=[CH:25][CH:24]=[CH:23][N:22]=1)=O)(C)(C)C.C(=O)([O-])[O-].[K+].[K+].